This data is from Forward reaction prediction with 1.9M reactions from USPTO patents (1976-2016). The task is: Predict the product of the given reaction. (1) Given the reactants [F:1][C:2]1[CH:3]=[C:4]([NH:14][C:15](=[O:20])[CH2:16][C:17](=O)[CH3:18])[CH:5]=[CH:6][C:7]=1[N:8]1[CH2:13][CH2:12][O:11][CH2:10][CH2:9]1.[F:21][C:22]([F:34])([O:26][C:27]1[CH:32]=[CH:31][CH:30]=[C:29]([F:33])[CH:28]=1)[C:23]([NH2:25])=O.C1(C)C=CC=CC=1.[NH4+].[Cl-], predict the reaction product. The product is: [F:34][C:22]([F:21])([O:26][C:27]1[CH:32]=[CH:31][CH:30]=[C:29]([F:33])[CH:28]=1)[C:23]1[N:14]([C:4]2[CH:5]=[CH:6][C:7]([N:8]3[CH2:13][CH2:12][O:11][CH2:10][CH2:9]3)=[C:2]([F:1])[CH:3]=2)[C:15](=[O:20])[CH:16]=[C:17]([CH3:18])[N:25]=1. (2) Given the reactants C=O.[Cl:3][C:4]1[C:5]([F:33])=[C:6]([NH:10][C:11]2[C:20]3[C:15](=[CH:16][C:17]([O:31][CH3:32])=[C:18]([O:21][C@@H:22]4[CH2:27][CH2:26][NH:25][C@@H:24]([C:28]([NH2:30])=[O:29])[CH2:23]4)[CH:19]=3)[N:14]=[CH:13][N:12]=2)[CH:7]=[CH:8][CH:9]=1.[C:34](O[BH-](OC(=O)C)OC(=O)C)(=O)C.[Na+].C([O-])(O)=O.[Na+], predict the reaction product. The product is: [Cl:3][C:4]1[C:5]([F:33])=[C:6]([NH:10][C:11]2[C:20]3[C:15](=[CH:16][C:17]([O:31][CH3:32])=[C:18]([O:21][C@@H:22]4[CH2:27][CH2:26][N:25]([CH3:34])[C@@H:24]([C:28]([NH2:30])=[O:29])[CH2:23]4)[CH:19]=3)[N:14]=[CH:13][N:12]=2)[CH:7]=[CH:8][CH:9]=1. (3) Given the reactants [F:1][C:2]1[CH:10]=[C:9]2[C:5]([C:6]([OH:11])=[N:7][NH:8]2)=[CH:4][CH:3]=1.[N:12]1([C:18](Cl)=[O:19])[CH2:17][CH2:16][S:15][CH2:14][CH2:13]1, predict the reaction product. The product is: [N:12]1([C:18]([O:11][C:6]2[C:5]3[C:9](=[CH:10][C:2]([F:1])=[CH:3][CH:4]=3)[N:8]([C:18]([N:12]3[CH2:17][CH2:16][S:15][CH2:14][CH2:13]3)=[O:19])[N:7]=2)=[O:19])[CH2:17][CH2:16][S:15][CH2:14][CH2:13]1. (4) Given the reactants [C:1]1([CH3:13])[CH:6]=[CH:5][CH:4]=[C:3]([C:7](O)([CH2:10][CH3:11])[CH2:8][CH3:9])[CH:2]=1.[C:14]1([CH3:21])[C:19]([OH:20])=[CH:18][CH:17]=[CH:16][CH:15]=1.[Al+3].[Cl-].[Cl-].[Cl-].Cl, predict the reaction product. The product is: [CH2:8]([C:7]([C:16]1[CH:17]=[CH:18][C:19]([OH:20])=[C:14]([CH3:21])[CH:15]=1)([C:3]1[CH:2]=[C:1]([CH3:13])[CH:6]=[CH:5][CH:4]=1)[CH2:10][CH3:11])[CH3:9]. (5) Given the reactants [NH2:1][C:2]1[CH:10]=[CH:9][CH:8]=[CH:7][C:3]=1[C:4]([OH:6])=[O:5].C(O[C:15](=O)[CH3:16])(=O)C.[N-:18]=[N+:19]=[N-:20].[Na+].Cl, predict the reaction product. The product is: [CH3:16][C:15]1[N:1]([C:2]2[CH:10]=[CH:9][CH:8]=[CH:7][C:3]=2[C:4]([OH:6])=[O:5])[N:20]=[N:19][N:18]=1. (6) Given the reactants [O:1]=[C:2]1[C:10]2[C:5](=[N:6][C:7]([CH2:11][CH2:12][CH:13]=O)=[CH:8][CH:9]=2)[CH2:4][O:3]1.[CH2:15]([N:17]([CH2:22][CH3:23])[CH2:18][CH2:19][NH:20][CH3:21])[CH3:16], predict the reaction product. The product is: [CH2:15]([N:17]([CH2:22][CH3:23])[CH2:18][CH2:19][N:20]([CH3:21])[CH2:13][CH2:12][CH2:11][C:7]1[N:6]=[C:5]2[CH2:4][O:3][C:2](=[O:1])[C:10]2=[CH:9][CH:8]=1)[CH3:16]. (7) The product is: [Cl:24][CH2:25][C:26]([O:23][CH2:1][CH2:2][CH2:3][CH2:4][CH2:5][CH2:6][CH2:7][CH2:8][CH2:9][CH2:10][CH2:11][CH2:12]/[CH:13]=[CH:14]\[CH2:15][CH2:16][CH2:17][CH2:18][CH2:19][CH2:20][CH2:21][CH3:22])=[O:27]. Given the reactants [CH2:1]([OH:23])[CH2:2][CH2:3][CH2:4][CH2:5][CH2:6][CH2:7][CH2:8][CH2:9][CH2:10][CH2:11][CH2:12]/[CH:13]=[CH:14]\[CH2:15][CH2:16][CH2:17][CH2:18][CH2:19][CH2:20][CH2:21][CH3:22].[Cl:24][CH2:25][C:26](Cl)=[O:27], predict the reaction product. (8) Given the reactants [CH2:1]([N:8]1[CH2:13][C@H:12]([CH3:14])[NH:11][CH2:10][C@H:9]1[CH3:15])[C:2]1[CH:7]=[CH:6][CH:5]=[CH:4][CH:3]=1.F[C:17]1[CH:24]=[CH:23][C:20]([C:21]#[N:22])=[C:19]([C:25]([F:28])([F:27])[F:26])[CH:18]=1, predict the reaction product. The product is: [CH2:1]([N:8]1[C@H:9]([CH3:15])[CH2:10][N:11]([C:17]2[CH:24]=[CH:23][C:20]([C:21]#[N:22])=[C:19]([C:25]([F:26])([F:28])[F:27])[CH:18]=2)[C@@H:12]([CH3:14])[CH2:13]1)[C:2]1[CH:7]=[CH:6][CH:5]=[CH:4][CH:3]=1.